Dataset: Forward reaction prediction with 1.9M reactions from USPTO patents (1976-2016). Task: Predict the product of the given reaction. (1) Given the reactants C(OC([NH:8][C@H:9]([C:32]([OH:34])=[O:33])[CH2:10][CH2:11][CH2:12][CH2:13][NH:14][C:15]([O:17][CH2:18][CH:19]1[C:31]2[CH:30]=[CH:29][CH:28]=[CH:27][C:26]=2[C:25]2[C:20]1=[CH:21][CH:22]=[CH:23][CH:24]=2)=[O:16])=O)(C)(C)C.C(O)(C(F)(F)F)=O.C(Cl)Cl.FC(F)(F)C([O-])=O.[CH3:52][O:53][C:54]1[CH:59]=[CH:58][C:57]([S:60](Cl)(=[O:62])=[O:61])=[CH:56][CH:55]=1, predict the reaction product. The product is: [O:53]([C:54]1[CH:59]=[CH:58][C:57]([S:60]([NH:8][C@H:9]([C:32]([OH:34])=[O:33])[CH2:10][CH2:11][CH2:12][CH2:13][NH:14][C:15]([O:17][CH2:18][CH:19]2[C:31]3[CH:30]=[CH:29][CH:28]=[CH:27][C:26]=3[C:25]3[C:20]2=[CH:21][CH:22]=[CH:23][CH:24]=3)=[O:16])(=[O:62])=[O:61])=[CH:56][CH:55]=1)[CH3:52]. (2) Given the reactants [H-].[Na+].[I-].[CH3:4][S+](C)(C)=O.[C:9]([O:13][C:14](=[O:27])/[CH:15]=[CH:16]/[C:17]1[CH:26]=[CH:25][C:20]([C:21]([O:23][CH3:24])=[O:22])=[CH:19][CH:18]=1)([CH3:12])([CH3:11])[CH3:10].O, predict the reaction product. The product is: [C:9]([O:13][C:14]([C@@H:15]1[CH2:4][C@H:16]1[C:17]1[CH:18]=[CH:19][C:20]([C:21]([O:23][CH3:24])=[O:22])=[CH:25][CH:26]=1)=[O:27])([CH3:12])([CH3:10])[CH3:11]. (3) Given the reactants Cl[C:2]1[N:7]=[C:6]([O:8][C@@H:9]([C@H:11]2[CH2:15][N:14]([C@@H:16]([C:18]3[CH:23]=[CH:22][C:21]([O:24][CH3:25])=[CH:20][CH:19]=3)[CH3:17])[C:13](=[O:26])[CH2:12]2)[CH3:10])[C:5]2[N:27]([CH2:31][O:32][CH2:33][CH2:34][Si:35]([CH3:38])([CH3:37])[CH3:36])[C:28]([CH3:30])=[N:29][C:4]=2[CH:3]=1.[CH3:39][O:40][C:41]1[CH:42]=[C:43](B(O)O)[CH:44]=[CH:45][C:46]=1[O:47][CH3:48].C([O-])([O-])=O.[Cs+].[Cs+].C1OCCOC1, predict the reaction product. The product is: [CH3:39][O:40][C:41]1[CH:42]=[C:43]([C:2]2[N:7]=[C:6]([O:8][C@@H:9]([C@H:11]3[CH2:15][N:14]([C@@H:16]([C:18]4[CH:19]=[CH:20][C:21]([O:24][CH3:25])=[CH:22][CH:23]=4)[CH3:17])[C:13](=[O:26])[CH2:12]3)[CH3:10])[C:5]3[N:27]([CH2:31][O:32][CH2:33][CH2:34][Si:35]([CH3:38])([CH3:37])[CH3:36])[C:28]([CH3:30])=[N:29][C:4]=3[CH:3]=2)[CH:44]=[CH:45][C:46]=1[O:47][CH3:48]. (4) Given the reactants C(=O)([O-])[O-].[K+].[K+].[F:7][C:8]([F:20])([F:19])[C:9]1[C:13]([C:14]([O:16][CH2:17][CH3:18])=[O:15])=[CH:12][NH:11][N:10]=1.CN[C@H]1CCCC[C@@H]1NC.Br[C:32]1[CH:37]=[CH:36][CH:35]=[CH:34][C:33]=1[OH:38], predict the reaction product. The product is: [OH:38][C:33]1[CH:34]=[CH:35][CH:36]=[CH:37][C:32]=1[N:11]1[CH:12]=[C:13]([C:14]([O:16][CH2:17][CH3:18])=[O:15])[C:9]([C:8]([F:7])([F:19])[F:20])=[N:10]1. (5) Given the reactants [CH3:1][C:2]([C:5]1[CH:9]=[CH:8][NH:7][N:6]=1)([CH3:4])[CH3:3].[H-].[Na+].Br[CH:13]1[CH2:17][CH2:16][N:15]([C:18]2[CH:23]=[CH:22][C:21]([Cl:24])=[C:20]([O:25][CH3:26])[CH:19]=2)[C:14]1=[O:27].O, predict the reaction product. The product is: [Cl:24][C:21]1[CH:22]=[CH:23][C:18]([N:15]2[CH2:16][CH2:17][CH:13]([N:7]3[CH:8]=[CH:9][C:5]([C:2]([CH3:4])([CH3:3])[CH3:1])=[N:6]3)[C:14]2=[O:27])=[CH:19][C:20]=1[O:25][CH3:26]. (6) Given the reactants O.[NH2:2][NH2:3].[F:4][C:5]1[CH:10]=[CH:9][C:8]([CH2:11][C:12]([C:14]2[C:15]([C:20](OC)=[O:21])=[CH:16][NH:17][C:18]=2[CH3:19])=O)=[CH:7][C:6]=1[C:24]([N:26]1[CH2:31][CH2:30][CH:29]([O:32][CH3:33])[CH2:28][CH2:27]1)=[O:25], predict the reaction product. The product is: [F:4][C:5]1[CH:10]=[CH:9][C:8]([CH2:11][C:12]2[C:14]3[C:15](=[CH:16][NH:17][C:18]=3[CH3:19])[C:20](=[O:21])[NH:2][N:3]=2)=[CH:7][C:6]=1[C:24]([N:26]1[CH2:27][CH2:28][CH:29]([O:32][CH3:33])[CH2:30][CH2:31]1)=[O:25]. (7) Given the reactants C[N:2]1[CH:7]=[C:6]([N+]([O-])=O)[CH:5]=[C:4]([N+:11]([O-:13])=[O:12])[C:3]1=O.[CH2:15]([O:22][CH2:23][CH:24]1[CH2:29]C(=O)C[CH2:26][O:25]1)[C:16]1[CH:21]=[CH:20][CH:19]=[CH:18][CH:17]=1.O, predict the reaction product. The product is: [CH2:15]([O:22][CH2:23][CH:24]1[O:25][CH2:26][C:6]2[C:7](=[N:2][CH:3]=[C:4]([N+:11]([O-:13])=[O:12])[CH:5]=2)[CH2:29]1)[C:16]1[CH:21]=[CH:20][CH:19]=[CH:18][CH:17]=1.